Dataset: NCI-60 drug combinations with 297,098 pairs across 59 cell lines. Task: Regression. Given two drug SMILES strings and cell line genomic features, predict the synergy score measuring deviation from expected non-interaction effect. (1) Cell line: HCT-15. Synergy scores: CSS=5.50, Synergy_ZIP=-11.3, Synergy_Bliss=-20.7, Synergy_Loewe=-37.4, Synergy_HSA=-21.0. Drug 1: C1CNP(=O)(OC1)N(CCCl)CCCl. Drug 2: C1CCC(C(C1)N)N.C(=O)(C(=O)[O-])[O-].[Pt+4]. (2) Drug 1: CC1=C(C=C(C=C1)NC2=NC=CC(=N2)N(C)C3=CC4=NN(C(=C4C=C3)C)C)S(=O)(=O)N.Cl. Drug 2: CC1=C(C=C(C=C1)NC(=O)C2=CC=C(C=C2)CN3CCN(CC3)C)NC4=NC=CC(=N4)C5=CN=CC=C5. Cell line: COLO 205. Synergy scores: CSS=-7.31, Synergy_ZIP=5.12, Synergy_Bliss=2.80, Synergy_Loewe=-0.398, Synergy_HSA=-5.40. (3) Drug 1: CN1C2=C(C=C(C=C2)N(CCCl)CCCl)N=C1CCCC(=O)O.Cl. Drug 2: COC1=C2C(=CC3=C1OC=C3)C=CC(=O)O2. Cell line: SK-MEL-5. Synergy scores: CSS=0.199, Synergy_ZIP=0.816, Synergy_Bliss=2.57, Synergy_Loewe=-1.20, Synergy_HSA=-1.49. (4) Cell line: NCIH23. Drug 1: C1CN1C2=NC(=NC(=N2)N3CC3)N4CC4. Synergy scores: CSS=36.1, Synergy_ZIP=2.10, Synergy_Bliss=6.33, Synergy_Loewe=-13.8, Synergy_HSA=3.15. Drug 2: C1=CC=C(C(=C1)C(C2=CC=C(C=C2)Cl)C(Cl)Cl)Cl. (5) Drug 1: CN1CCC(CC1)COC2=C(C=C3C(=C2)N=CN=C3NC4=C(C=C(C=C4)Br)F)OC. Drug 2: CC(C)(C#N)C1=CC(=CC(=C1)CN2C=NC=N2)C(C)(C)C#N. Cell line: SF-295. Synergy scores: CSS=3.06, Synergy_ZIP=-1.44, Synergy_Bliss=-0.505, Synergy_Loewe=-1.39, Synergy_HSA=0.302. (6) Drug 1: CC1=C(C(CCC1)(C)C)C=CC(=CC=CC(=CC(=O)O)C)C. Drug 2: CC1=C2C(C(=O)C3(C(CC4C(C3C(C(C2(C)C)(CC1OC(=O)C(C(C5=CC=CC=C5)NC(=O)C6=CC=CC=C6)O)O)OC(=O)C7=CC=CC=C7)(CO4)OC(=O)C)O)C)OC(=O)C. Cell line: OVCAR-4. Synergy scores: CSS=45.1, Synergy_ZIP=7.51, Synergy_Bliss=10.1, Synergy_Loewe=-22.4, Synergy_HSA=5.74. (7) Drug 1: CC1=CC=C(C=C1)C2=CC(=NN2C3=CC=C(C=C3)S(=O)(=O)N)C(F)(F)F. Drug 2: C1=NNC2=C1C(=O)NC=N2. Cell line: 786-0. Synergy scores: CSS=-0.600, Synergy_ZIP=1.71, Synergy_Bliss=4.65, Synergy_Loewe=-0.975, Synergy_HSA=-0.368. (8) Drug 1: CN(C)N=NC1=C(NC=N1)C(=O)N. Drug 2: C1CN(P(=O)(OC1)NCCCl)CCCl. Cell line: SF-268. Synergy scores: CSS=-5.65, Synergy_ZIP=2.70, Synergy_Bliss=-0.517, Synergy_Loewe=-6.31, Synergy_HSA=-6.05.